Dataset: Forward reaction prediction with 1.9M reactions from USPTO patents (1976-2016). Task: Predict the product of the given reaction. Given the reactants [F:1][C:2]1[C:3]([NH:20][C@@H:21]2[CH2:26][CH2:25][CH2:24][N:23]([C:27](=[O:30])[CH:28]=[CH2:29])[CH2:22]2)=[N:4][C:5]([NH:8][C:9]2[CH:10]=[CH:11][C:12]3[CH2:18][CH2:17][CH2:16][NH:15][CH2:14][C:13]=3[CH:19]=2)=[N:6][CH:7]=1.CC1C=CC(S(O[CH2:42][CH:43]2[CH2:46][O:45][CH2:44]2)(=O)=O)=CC=1.C([O-])([O-])=O.[Cs+].[Cs+], predict the reaction product. The product is: [F:1][C:2]1[C:3]([NH:20][C@@H:21]2[CH2:26][CH2:25][CH2:24][N:23]([C:27](=[O:30])[CH:28]=[CH2:29])[CH2:22]2)=[N:4][C:5]([NH:8][C:9]2[CH:10]=[CH:11][C:12]3[CH2:18][CH2:17][CH2:16][N:15]([CH2:42][CH:43]4[CH2:46][O:45][CH2:44]4)[CH2:14][C:13]=3[CH:19]=2)=[N:6][CH:7]=1.